This data is from Catalyst prediction with 721,799 reactions and 888 catalyst types from USPTO. The task is: Predict which catalyst facilitates the given reaction. (1) Reactant: [CH3:1][O:2][CH2:3][CH2:4][C@@H:5]1[NH:10][CH2:9][CH2:8][N:7]([C:11]2[C:20]3[N:19]=[C:18]([CH:21]([CH3:23])[CH3:22])[S:17][C:16]=3[NH:15][C:14]3[CH:24]=[CH:25][CH:26]=[CH:27][C:13]=3[N:12]=2)[CH2:6]1.[CH:28](=O)[CH3:29].C(O[BH-](OC(=O)C)OC(=O)C)(=O)C.[Na+].[Cl:45]C(Cl)C. Product: [ClH:45].[ClH:45].[CH2:28]([N:10]1[CH2:9][CH2:8][N:7]([C:11]2[C:20]3[N:19]=[C:18]([CH:21]([CH3:23])[CH3:22])[S:17][C:16]=3[NH:15][C:14]3[CH:24]=[CH:25][CH:26]=[CH:27][C:13]=3[N:12]=2)[CH2:6][C@@H:5]1[CH2:4][CH2:3][O:2][CH3:1])[CH3:29]. The catalyst class is: 389. (2) Reactant: [Br:1][C:2]1[CH:29]=[CH:28][C:5]([CH2:6][N:7]2[CH2:11][CH2:10][C:9]3([CH2:16][CH2:15][N:14]([CH2:17][CH2:18][C:19](=[O:26])[C:20]4[CH:25]=[CH:24][CH:23]=[CH:22][CH:21]=4)[CH2:13][CH2:12]3)[C:8]2=[O:27])=[CH:4][CH:3]=1.[CH3:30][O:31][C:32]1[CH:37]=[CH:36][CH:35]=[CH:34][C:33]=1[Mg]Br.O. Product: [Br:1][C:2]1[CH:3]=[CH:4][C:5]([CH2:6][N:7]2[CH2:11][CH2:10][C:9]3([CH2:16][CH2:15][N:14]([CH2:17][CH2:18][C:19]([OH:26])([C:33]4[CH:34]=[CH:35][CH:36]=[CH:37][C:32]=4[O:31][CH3:30])[C:20]4[CH:21]=[CH:22][CH:23]=[CH:24][CH:25]=4)[CH2:13][CH2:12]3)[C:8]2=[O:27])=[CH:28][CH:29]=1. The catalyst class is: 1. (3) Reactant: [Li]CCCC.[CH3:6][CH:7]1[CH2:12][CH2:11][CH2:10][N:9]([CH3:13])[C:8]1([CH3:15])[CH3:14].CC1CCCN(C)C1(C)C.[Li:26].[Cl:27][C:28]1[CH:33]=[C:32]([O:34][CH3:35])[CH:31]=[CH:30][N:29]=1.[CH:36]1([C:40](OC)=[O:41])[CH2:39][CH2:38][CH2:37]1. The catalyst class is: 49. Product: [CH3:6][CH:7]1[CH2:12][CH2:11][CH2:10][N:9]([CH3:13])[C:8]1([CH3:15])[CH3:14].[Li:26].[Cl:27][C:28]1[C:33]([C:40]([CH:36]2[CH2:39][CH2:38][CH2:37]2)=[O:41])=[C:32]([O:34][CH3:35])[CH:31]=[CH:30][N:29]=1. (4) Reactant: [O:1]1[C:5]2([CH2:10][CH2:9][NH:8][CH2:7][CH2:6]2)[O:4][CH2:3][CH2:2]1.C(N(CC)CC)C.Cl[C:19]([O:21][C:22]1[CH:27]=[CH:26][CH:25]=[CH:24][CH:23]=1)=[O:20]. Product: [O:1]1[C:5]2([CH2:10][CH2:9][N:8]([C:19]([O:21][C:22]3[CH:27]=[CH:26][CH:25]=[CH:24][CH:23]=3)=[O:20])[CH2:7][CH2:6]2)[O:4][CH2:3][CH2:2]1. The catalyst class is: 13. (5) Reactant: [Cl:1][C:2]1[CH:3]=[C:4]([C:8]([NH:11][C:12]([NH:14][CH2:15][CH2:16][C:17]([O:19][CH3:20])=[O:18])=[O:13])=[CH:9][N:10]=1)[C:5]([OH:7])=O.[C:21]([O-])([O-])=O.[K+].[K+].CI. Product: [Cl:1][C:2]1[N:10]=[CH:9][C:8]2[N:11]([CH3:21])[C:12](=[O:13])[N:14]([CH2:15][CH2:16][C:17]([O:19][CH3:20])=[O:18])[C:5](=[O:7])[C:4]=2[CH:3]=1. The catalyst class is: 21. (6) Reactant: C([N:8](CC1C=CC=CC=1)[CH:9]1[CH2:13][CH:12]([C:14]([O:16][CH2:17][CH3:18])=[O:15])[CH:11]([CH2:19][CH3:20])[CH2:10]1)C1C=CC=CC=1. Product: [NH2:8][CH:9]1[CH2:13][CH:12]([C:14]([O:16][CH2:17][CH3:18])=[O:15])[CH:11]([CH2:19][CH3:20])[CH2:10]1. The catalyst class is: 14. (7) Reactant: [OH:1][C:2]1[CH:15]=[CH:14][C:5]2[N:6]([CH2:10][C:11]([OH:13])=O)[C:7](=[O:9])[O:8][C:4]=2[CH:3]=1.Cl.Cl.[Cl:18][C:19]1[CH:24]=[CH:23][C:22]([N:25]2[CH2:30][CH2:29][NH:28][CH2:27][CH2:26]2)=[CH:21][C:20]=1[O:31][CH3:32].F[P-](F)(F)(F)(F)F.N1(O[P+](N(C)C)(N(C)C)N(C)C)C2C=CC=CC=2N=N1.C(N(CC)CC)C. Product: [Cl:18][C:19]1[CH:24]=[CH:23][C:22]([N:25]2[CH2:26][CH2:27][N:28]([C:11](=[O:13])[CH2:10][N:6]3[C:5]4[CH:14]=[CH:15][C:2]([OH:1])=[CH:3][C:4]=4[O:8][C:7]3=[O:9])[CH2:29][CH2:30]2)=[CH:21][C:20]=1[O:31][CH3:32]. The catalyst class is: 31.